This data is from Reaction yield outcomes from USPTO patents with 853,638 reactions. The task is: Predict the reaction yield, written as a fraction of the theoretical maximum amount of product (1.0 means a 100% yield; for example, 0.34 means a 34% yield). The reactants are [H-].[Al+3].[Li+].[H-].[H-].[H-].[CH2:7]([O:14][CH2:15][CH2:16][CH:17]1[CH2:22][CH2:21][N:20]([C:23]2[CH:24]=[N:25][CH:26]=[C:27]([O:29][CH2:30][C@@H:31]3[CH2:35][CH2:34][CH2:33][NH:32]3)[CH:28]=2)[CH2:19][CH2:18]1)[C:8]1[CH:13]=[CH:12][CH:11]=[CH:10][CH:9]=1.[O-]S([O-])(=O)=O.[Na+].[Na+].[CH3:43]COCC. The catalyst is C1COCC1.O. The product is [CH2:7]([O:14][CH2:15][CH2:16][CH:17]1[CH2:18][CH2:19][N:20]([C:23]2[CH:24]=[N:25][CH:26]=[C:27]([O:29][CH2:30][C@@H:31]3[CH2:35][CH2:34][CH2:33][N:32]3[CH3:43])[CH:28]=2)[CH2:21][CH2:22]1)[C:8]1[CH:9]=[CH:10][CH:11]=[CH:12][CH:13]=1. The yield is 0.810.